This data is from Full USPTO retrosynthesis dataset with 1.9M reactions from patents (1976-2016). The task is: Predict the reactants needed to synthesize the given product. (1) Given the product [OH:23][C:8]1[CH:9]=[CH:10][C:11]2[C:12]([CH:20]=1)=[N:13][O:14][C:15]=2[C:16]([O:18][CH3:19])=[O:17], predict the reactants needed to synthesize it. The reactants are: CC1(C)COB([C:8]2[CH:9]=[CH:10][C:11]3[C:12]([CH:20]=2)=[N:13][O:14][C:15]=3[C:16]([O:18][CH3:19])=[O:17])OC1.B1([O-])O[O:23]1.O.O.O.O.[Na+]. (2) Given the product [CH2:22]([O:21][C:19]1[C:18]([O:24][CH3:25])=[C:17]([O:26][CH3:27])[C:6]2[C:7]3[C:13]([CH:2]([NH:1][C:53](=[O:54])[C:52]4[CH:56]=[CH:57][CH:58]=[C:59]([CH2:60][OH:61])[C:51]=4[F:50])[CH2:3][CH2:4][C:5]=2[CH:20]=1)=[CH:12][C:11](=[O:14])[C:10]([S:15][CH3:16])=[CH:9][CH:8]=3)[CH3:23], predict the reactants needed to synthesize it. The reactants are: [NH2:1][C@@H:2]1[C:13]2[C:7](=[CH:8][CH:9]=[C:10]([S:15][CH3:16])[C:11](=[O:14])[CH:12]=2)[C:6]2[C:17]([O:26][CH3:27])=[C:18]([O:24][CH3:25])[C:19]([O:21][CH2:22][CH3:23])=[CH:20][C:5]=2[CH2:4][CH2:3]1.CN(C)CCCN=C=NCC.O.ON1C2C=CC=CC=2N=N1.[F:50][C:51]1[C:59]([CH2:60][OH:61])=[CH:58][CH:57]=[CH:56][C:52]=1[C:53](O)=[O:54]. (3) Given the product [Cl:20][C:21]1[CH:22]=[C:23]([C:13](=[O:19])[NH:12][CH2:11][C:7]2[N:6]([S:3]([CH2:1][CH3:2])(=[O:4])=[O:5])[CH:10]=[CH:9][CH:8]=2)[CH:27]=[C:28]([C:46]([F:48])([F:47])[F:49])[C:29]=1[CH2:30][N:31]1[CH2:36][CH2:35][CH2:34][C@H:33]([N:37]([CH3:45])[C:38](=[O:39])[O:40][C:41]([CH3:42])([CH3:43])[CH3:44])[CH2:32]1, predict the reactants needed to synthesize it. The reactants are: [CH2:1]([S:3]([N:6]1[CH:10]=[CH:9][CH:8]=[C:7]1[CH2:11][NH:12][C:13](=[O:19])OC(C)(C)C)(=[O:5])=[O:4])[CH3:2].[Cl:20][C:21]1[CH:22]=[C:23]([CH:27]=[C:28]([C:46]([F:49])([F:48])[F:47])[C:29]=1[CH2:30][N:31]1[CH2:36][CH2:35][CH2:34][C@H:33]([N:37]([CH3:45])[C:38]([O:40][C:41]([CH3:44])([CH3:43])[CH3:42])=[O:39])[CH2:32]1)C(O)=O. (4) Given the product [C:1]([C:5]([C:8]([C:11]([CH2:14][C:15]([CH2:18][C:19]([CH2:22][CH2:23][OH:28])([F:21])[F:20])([F:17])[F:16])([F:13])[F:12])([F:10])[F:9])([F:7])[F:6])([F:4])([F:3])[F:2], predict the reactants needed to synthesize it. The reactants are: [C:1]([C:5]([C:8]([C:11]([CH2:14][C:15]([CH2:18][C:19]([CH2:22][CH2:23]I)([F:21])[F:20])([F:17])[F:16])([F:13])[F:12])([F:10])[F:9])([F:7])[F:6])([F:4])([F:3])[F:2].CNC=[O:28].O. (5) Given the product [NH2:23][C:22]1[N:33]([C:28]2[CH:29]=[CH:30][CH:31]=[CH:32][C:27]=2[O:26][CH3:25])[N:34]=[C:2]2[C:11]3[CH:10]=[CH:9][CH:8]=[CH:7][C:6]=3[N:5]([CH2:12][C:13]3[CH:14]=[CH:15][C:16]([O:19][CH3:20])=[CH:17][CH:18]=3)[C:4](=[O:21])[C:3]=12, predict the reactants needed to synthesize it. The reactants are: Cl[C:2]1[C:11]2[C:6](=[CH:7][CH:8]=[CH:9][CH:10]=2)[N:5]([CH2:12][C:13]2[CH:18]=[CH:17][C:16]([O:19][CH3:20])=[CH:15][CH:14]=2)[C:4](=[O:21])[C:3]=1[C:22]#[N:23].Cl.[CH3:25][O:26][C:27]1[CH:32]=[CH:31][CH:30]=[CH:29][C:28]=1[NH:33][NH2:34].C(N(CC)CC)C.C(O)C. (6) Given the product [F:26][C:22]1[CH:21]=[C:20]([C:9]2[CH:17]=[CH:16][CH:15]=[C:14]3[C:10]=2[CH:11]=[CH:12][NH:13]3)[CH:25]=[CH:24][CH:23]=1, predict the reactants needed to synthesize it. The reactants are: CC1(C)C(C)(C)OB([C:9]2[CH:17]=[CH:16][CH:15]=[C:14]3[C:10]=2[CH:11]=[CH:12][NH:13]3)O1.Br[C:20]1[CH:21]=[C:22]([F:26])[CH:23]=[CH:24][CH:25]=1.[OH-].[Na+].